This data is from Full USPTO retrosynthesis dataset with 1.9M reactions from patents (1976-2016). The task is: Predict the reactants needed to synthesize the given product. (1) Given the product [C:1](/[C:3](/[CH:13]=[CH2:14])=[CH:4]\[C@@H:5]1[C@@H:7]([C:8]([Cl:17])=[O:9])[C:6]1([CH3:12])[CH3:11])#[N:2], predict the reactants needed to synthesize it. The reactants are: [C:1](/[C:3](/[CH:13]=[CH2:14])=[CH:4]\[C@@H:5]1[C@@H:7]([C:8](O)=[O:9])[C:6]1([CH3:12])[CH3:11])#[N:2].S(Cl)([Cl:17])=O. (2) The reactants are: [F:1][C:2]([F:31])([F:30])[C:3]1[CH:8]=[CH:7][CH:6]=[CH:5][C:4]=1[C:9]1[CH:10]=[N:11][C:12]2[C:17]([C:18]=1[C:19]1[CH:20]=[C:21]([NH2:25])[CH:22]=[CH:23][CH:24]=1)=[CH:16][CH:15]=[CH:14][C:13]=2[C:26]([F:29])([F:28])[F:27].[Cl:32][C:33]1[CH:38]=[CH:37][CH:36]=[CH:35][C:34]=1[N:39]=[C:40]=[O:41]. Given the product [Cl:32][C:33]1[CH:38]=[CH:37][CH:36]=[CH:35][C:34]=1[NH:39][C:40]([NH:25][C:21]1[CH:22]=[CH:23][CH:24]=[C:19]([C:18]2[C:17]3[C:12](=[C:13]([C:26]([F:27])([F:28])[F:29])[CH:14]=[CH:15][CH:16]=3)[N:11]=[CH:10][C:9]=2[C:4]2[CH:5]=[CH:6][CH:7]=[CH:8][C:3]=2[C:2]([F:30])([F:1])[F:31])[CH:20]=1)=[O:41], predict the reactants needed to synthesize it. (3) Given the product [CH2:28]([O:27][C:24]1[CH:25]=[CH:26][C:21]([NH:20][C:18]2[C:17]([N+:30]([O-:32])=[O:31])=[CH:16][N:15]=[C:14]([NH:13][C:11]3[CH:10]=[N:9][N:8]([CH2:7][CH2:6][CH2:41][CH:42]4[CH2:47][CH2:46][N:45]([C:48]([O:50][C:51]([CH3:52])([CH3:54])[CH3:53])=[O:49])[CH2:44][CH2:43]4)[CH:12]=3)[N:19]=2)=[CH:22][CH:23]=1)[CH3:29], predict the reactants needed to synthesize it. The reactants are: N1([CH2:6][CH2:7][N:8]2[CH:12]=[C:11]([NH:13][C:14]3[N:19]=[C:18]([NH:20][C:21]4[CH:26]=[CH:25][C:24]([O:27][CH2:28][CH3:29])=[CH:23][CH:22]=4)[C:17]([N+:30]([O-:32])=[O:31])=[CH:16][N:15]=3)[CH:10]=[N:9]2)C=CC=N1.NC1C=NN(CC[CH2:41][CH:42]2[CH2:47][CH2:46][N:45]([C:48]([O:50][C:51]([CH3:54])([CH3:53])[CH3:52])=[O:49])[CH2:44][CH2:43]2)C=1.CCN(C(C)C)C(C)C. (4) The reactants are: Br[C:2]1[CH:7]=[CH:6][CH:5]=[CH:4][N:3]=1.[Cl:8][CH2:9][CH2:10][CH2:11][C:12]#[CH:13]. Given the product [Cl:8][CH2:9][CH2:10][CH2:11][C:12]#[C:13][C:2]1[CH:7]=[CH:6][CH:5]=[CH:4][N:3]=1, predict the reactants needed to synthesize it.